From a dataset of Reaction yield outcomes from USPTO patents with 853,638 reactions. Predict the reaction yield, written as a fraction of the theoretical maximum amount of product (1.0 means a 100% yield; for example, 0.34 means a 34% yield). (1) The reactants are [CH3:1][C:2]1[N:9]2[C:5]([O:6][C:7]([C:10]3[CH:15]=[CH:14][C:13]([NH:16][C:17]([NH2:19])=[S:18])=[CH:12][CH:11]=3)=[N:8]2)=[CH:4][N:3]=1.[I:20][CH3:21]. The catalyst is CCO. The product is [IH:20].[CH3:1][C:2]1[N:9]2[C:5]([O:6][C:7]([C:10]3[CH:11]=[CH:12][C:13]([NH:16][C:17]([S:18][CH3:21])=[NH:19])=[CH:14][CH:15]=3)=[N:8]2)=[CH:4][N:3]=1. The yield is 1.00. (2) The reactants are CS(O[CH2:6][CH2:7][N:8]([C:14]1[CH:19]=[CH:18][C:17]([C:20]#[N:21])=[C:16]([C:22]([F:25])([F:24])[F:23])[CH:15]=1)[CH2:9][C:10]([F:13])([F:12])[F:11])(=O)=O.[Na].[NH:27]1[CH:31]=[N:30][CH:29]=[N:28]1. The catalyst is CN(C=O)C. The product is [N:27]1([CH2:6][CH2:7][N:8]([CH2:9][C:10]([F:13])([F:12])[F:11])[C:14]2[CH:19]=[CH:18][C:17]([C:20]#[N:21])=[C:16]([C:22]([F:25])([F:24])[F:23])[CH:15]=2)[CH:31]=[N:30][CH:29]=[N:28]1. The yield is 0.830. (3) The reactants are [C:1](=[O:42])(OC1C=CC([N+]([O-])=O)=CC=1)[O:2][C@H:3]1[CH2:7][C@H:6]([C:8]2[N:12]3[C:13]4[CH:19]=[CH:18][N:17](S(C5C=CC(C)=CC=5)(=O)=O)[C:14]=4[N:15]=[CH:16][C:11]3=[N:10][N:9]=2)[C@H:5]([CH2:30][CH3:31])[CH2:4]1.[CH:43]1([NH2:46])[CH2:45][CH2:44]1.[OH-].[Na+]. The catalyst is O1CCOCC1. The product is [CH:43]1([NH:46][C:1](=[O:42])[O:2][C@H:3]2[CH2:7][C@H:6]([C:8]3[N:12]4[C:13]5[CH:19]=[CH:18][NH:17][C:14]=5[N:15]=[CH:16][C:11]4=[N:10][N:9]=3)[C@H:5]([CH2:30][CH3:31])[CH2:4]2)[CH2:45][CH2:44]1. The yield is 0.670. (4) The reactants are [CH:1](=[C:3]1/[C:4](=[O:16])[CH2:5][CH2:6][CH2:7][C:8]2[CH:13]=[C:12]([O:14][CH3:15])[CH:11]=[CH:10][C:9]/1=2)\[CH3:2]. The catalyst is C1(C)C=CC=CC=1.[OH-].[OH-].[Pd+2]. The product is [CH2:1]([CH:3]1[C:9]2[CH:10]=[CH:11][C:12]([O:14][CH3:15])=[CH:13][C:8]=2[CH2:7][CH2:6][CH2:5][C:4]1=[O:16])[CH3:2]. The yield is 0.990. (5) The reactants are [F:1][C:2]([CH3:38])([CH3:37])[CH2:3][N:4]1[CH2:9][CH2:8][CH:7]([CH2:10][O:11][C:12]2[CH:17]=[CH:16][C:15]([C:18]3[C:19]([C:24]([N:26]4[CH2:31][CH2:30][CH2:29][CH2:28][CH:27]4[C:32]([O:34]CC)=[O:33])=[O:25])=[CH:20][CH:21]=[CH:22][CH:23]=3)=[CH:14][CH:13]=2)[CH2:6][CH2:5]1.CO.[Li+].[OH-].Cl. The catalyst is C1COCC1.O. The product is [F:1][C:2]([CH3:38])([CH3:37])[CH2:3][N:4]1[CH2:9][CH2:8][CH:7]([CH2:10][O:11][C:12]2[CH:13]=[CH:14][C:15]([C:18]3[C:19]([C:24]([N:26]4[CH2:31][CH2:30][CH2:29][CH2:28][CH:27]4[C:32]([OH:34])=[O:33])=[O:25])=[CH:20][CH:21]=[CH:22][CH:23]=3)=[CH:16][CH:17]=2)[CH2:6][CH2:5]1. The yield is 1.00. (6) The reactants are [NH2:1][C:2]1[CH:7]=[CH:6][C:5]([CH2:8][CH2:9][CH2:10][C:11]([OH:13])=[O:12])=[CH:4][CH:3]=1.[C:14]1(=O)[CH2:17][CH2:16][CH2:15]1.[Si]([C:23]#[N:24])(C)(C)C. The catalyst is C(OCC)(=O)C. The product is [C:23]([C:14]1([NH:1][C:2]2[CH:3]=[CH:4][C:5]([CH2:8][CH2:9][CH2:10][C:11]([OH:13])=[O:12])=[CH:6][CH:7]=2)[CH2:17][CH2:16][CH2:15]1)#[N:24]. The yield is 0.740. (7) The reactants are [CH2:1]([O:8][C:9]1[CH:10]=[C:11]([N+:19]([O-])=O)[CH:12]=[C:13]2[C:18]=1[N:17]=[CH:16][CH:15]=[CH:14]2)[C:2]1[CH:7]=[CH:6][CH:5]=[CH:4][CH:3]=1.CC(O)=O.C([O-])(O)=O.[Na+]. The catalyst is CCO.O.[Fe]. The product is [NH2:19][C:11]1[CH:12]=[C:13]2[C:18](=[C:9]([O:8][CH2:1][C:2]3[CH:7]=[CH:6][CH:5]=[CH:4][CH:3]=3)[CH:10]=1)[N:17]=[CH:16][CH:15]=[CH:14]2. The yield is 1.00. (8) The reactants are [F:1][C:2]1[CH:3]=[C:4]([NH:11]C(=O)C(C)(C)C)[CH:5]=[CH:6][C:7]=1[N+:8]([O-:10])=[O:9].C(=O)([O-])[O-].[K+].[K+]. The catalyst is C(Cl)Cl.Cl.C(OCC)(=O)C. The product is [F:1][C:2]1[CH:3]=[C:4]([CH:5]=[CH:6][C:7]=1[N+:8]([O-:10])=[O:9])[NH2:11]. The yield is 0.990. (9) The reactants are [Cl:1][C:2]1[C:6]([C:7](N(OC)C)=[O:8])=[CH:5][N:4]([CH2:13][C:14]2[CH:19]=[CH:18][C:17]([O:20][CH3:21])=[CH:16][CH:15]=2)[N:3]=1.[CH3:22][Mg]Br.Cl. The catalyst is C1COCC1. The product is [Cl:1][C:2]1[C:6]([C:7](=[O:8])[CH3:22])=[CH:5][N:4]([CH2:13][C:14]2[CH:15]=[CH:16][C:17]([O:20][CH3:21])=[CH:18][CH:19]=2)[N:3]=1. The yield is 0.940. (10) The reactants are [N-:1]=[N+:2]=[N-:3].[Na+].[CH3:5][O:6][C:7]1[CH:12]=[CH:11][C:10]([CH2:13][CH2:14][CH2:15][CH2:16]OS(C2C=CC(C)=CC=2)(=O)=O)=[CH:9][CH:8]=1. The catalyst is CN(C=O)C. The product is [CH3:5][O:6][C:7]1[CH:12]=[CH:11][C:10]([CH2:13][CH2:14][CH2:15][CH2:16][N:1]=[N+:2]=[N-:3])=[CH:9][CH:8]=1. The yield is 0.950.